From a dataset of Full USPTO retrosynthesis dataset with 1.9M reactions from patents (1976-2016). Predict the reactants needed to synthesize the given product. (1) Given the product [CH3:12][N:3]1[CH:4]=[CH:5][C:6]([C:7]([O:9][CH2:14][CH3:15])=[O:8])=[C:2]1[CH3:1], predict the reactants needed to synthesize it. The reactants are: [CH3:1][C:2]1[NH:3][CH:4]=[CH:5][C:6]=1[C:7]([O-:9])=[O:8].[H-].[Na+].[CH3:12]I.[CH2:14]1COC[CH2:15]1. (2) Given the product [C:1]([O:9][C@H:10]1[C@@H:15]([O:16][C:17](=[O:24])[C:18]2[CH:23]=[CH:22][CH:21]=[CH:20][CH:19]=2)[C@H:14]([O:25][C:26](=[O:33])[C:27]2[CH:28]=[CH:29][CH:30]=[CH:31][CH:32]=2)[C@@H:13]([CH2:34][O:35][C:36](=[O:43])[C:37]2[CH:42]=[CH:41][CH:40]=[CH:39][CH:38]=2)[O:12][C@@H:11]1[O:44][C@H:45]1[C@@H:58]([O:59][C:60](=[O:67])[C:61]2[CH:62]=[CH:63][CH:64]=[CH:65][CH:66]=2)[C@H:57]([O:68][C:69](=[O:76])[C:70]2[CH:71]=[CH:72][CH:73]=[CH:74][CH:75]=2)[C@@H:56]([CH2:77][O:78][C:79](=[O:86])[C:80]2[CH:81]=[CH:82][CH:83]=[CH:84][CH:85]=2)[O:55][CH:46]1[OH:47])(=[O:8])[C:2]1[CH:3]=[CH:4][CH:5]=[CH:6][CH:7]=1, predict the reactants needed to synthesize it. The reactants are: [C:1]([O:9][C@H:10]1[C@@H:15]([O:16][C:17](=[O:24])[C:18]2[CH:23]=[CH:22][CH:21]=[CH:20][CH:19]=2)[C@H:14]([O:25][C:26](=[O:33])[C:27]2[CH:32]=[CH:31][CH:30]=[CH:29][CH:28]=2)[C@@H:13]([CH2:34][O:35][C:36](=[O:43])[C:37]2[CH:42]=[CH:41][CH:40]=[CH:39][CH:38]=2)[O:12][C@@H:11]1[O:44][C@H:45]1[C@@H:58]([O:59][C:60](=[O:67])[C:61]2[CH:66]=[CH:65][CH:64]=[CH:63][CH:62]=2)[C@H:57]([O:68][C:69](=[O:76])[C:70]2[CH:75]=[CH:74][CH:73]=[CH:72][CH:71]=2)[C@@H:56]([CH2:77][O:78][C:79](=[O:86])[C:80]2[CH:85]=[CH:84][CH:83]=[CH:82][CH:81]=2)[O:55][C@@H:46]1[O:47]CC1C=CC=CC=1)(=[O:8])[C:2]1[CH:7]=[CH:6][CH:5]=[CH:4][CH:3]=1.[H][H]. (3) Given the product [CH:27]1([NH:30][CH2:2][C:3]2([OH:1])[CH2:4][CH2:5][N:6]([C:9]3[CH:14]=[CH:13][C:12]([N:15]4[CH2:19][C@H:18]([CH2:20][NH:21][C:22](=[O:24])[CH3:23])[O:17][C:16]4=[O:25])=[CH:11][C:10]=3[F:26])[CH2:7][CH2:8]2)[CH2:29][CH2:28]1, predict the reactants needed to synthesize it. The reactants are: [O:1]1[C:3]2([CH2:8][CH2:7][N:6]([C:9]3[CH:14]=[CH:13][C:12]([N:15]4[CH2:19][C@H:18]([CH2:20][NH:21][C:22](=[O:24])[CH3:23])[O:17][C:16]4=[O:25])=[CH:11][C:10]=3[F:26])[CH2:5][CH2:4]2)[CH2:2]1.[CH:27]1([NH2:30])[CH2:29][CH2:28]1. (4) Given the product [F:24][C:22]([F:25])([F:23])[C:19]1[CH:18]=[CH:17][C:16]([C:12]2[CH:11]=[C:10]([CH2:9][C:26]([O:27][CH3:28])=[O:29])[CH:15]=[CH:14][N:13]=2)=[CH:21][CH:20]=1, predict the reactants needed to synthesize it. The reactants are: [Li+].CC([N-]C(C)C)C.[CH3:9][C:10]1[CH:15]=[CH:14][N:13]=[C:12]([C:16]2[CH:21]=[CH:20][C:19]([C:22]([F:25])([F:24])[F:23])=[CH:18][CH:17]=2)[CH:11]=1.[C:26](=O)([O:29]C)[O:27][CH3:28]. (5) The reactants are: [F:1][C:2]1[CH:7]=[CH:6][C:5]([N+:8]([O-:10])=[O:9])=[CH:4][C:3]=1[C@:11]([NH:16][S@@:17]([C:19]([CH3:22])([CH3:21])[CH3:20])=[O:18])([CH3:15])[CH2:12][CH2:13][OH:14].CC(OI1(OC(C)=O)(OC(C)=O)OC(=O)C2C=CC=CC1=2)=O.C([O-])(O)=O.[Na+].O.O.O.O.O.S([O-])([O-])(=O)=S.[Na+].[Na+]. Given the product [F:1][C:2]1[CH:7]=[CH:6][C:5]([N+:8]([O-:10])=[O:9])=[CH:4][C:3]=1[C@:11]([NH:16][S@@:17]([C:19]([CH3:22])([CH3:21])[CH3:20])=[O:18])([CH3:15])[CH2:12][CH:13]=[O:14], predict the reactants needed to synthesize it. (6) Given the product [NH2:38][C:35]1[N:36]=[CH:37][C:32]([C:8]2[CH:22]=[CH:21][C:11]([C:12]([NH:14][CH:15]([CH3:20])[C:16]([OH:18])=[O:17])=[O:13])=[C:10]([F:23])[CH:9]=2)=[CH:33][N:34]=1, predict the reactants needed to synthesize it. The reactants are: C(=O)([O-])[O-].[K+].[K+].Br[C:8]1[CH:22]=[CH:21][C:11]([C:12]([NH:14][CH:15]([CH3:20])[C:16]([O:18]C)=[O:17])=[O:13])=[C:10]([F:23])[CH:9]=1.CC1(C)C(C)(C)OB([C:32]2[CH:33]=[N:34][C:35]([NH2:38])=[N:36][CH:37]=2)O1. (7) Given the product [CH2:27]([N:29]([CH2:12][CH:13]1[CH2:22][CH2:21][C:20]2[C:15](=[CH:16][C:17]([S:23]([CH3:26])(=[O:24])=[O:25])=[CH:18][CH:19]=2)[O:14]1)[CH2:30][CH3:31])[CH3:28], predict the reactants needed to synthesize it. The reactants are: CC1C=CC(S(O[CH2:12][CH:13]2[CH2:22][CH2:21][C:20]3[C:15](=[CH:16][C:17]([S:23]([CH3:26])(=[O:25])=[O:24])=[CH:18][CH:19]=3)[O:14]2)(=O)=O)=CC=1.[CH2:27]([NH:29][CH2:30][CH3:31])[CH3:28]. (8) The reactants are: [CH:1]([Si:4]([CH:36]([CH3:38])[CH3:37])([CH:33]([CH3:35])[CH3:34])[O:5][CH2:6][C@H:7]1[CH2:11][CH2:10][CH2:9][N:8]1[C:12]1[N:16]2[CH:17]=[C:18]([O:21][C@H:22]3[C:31]4[C:26](=[CH:27][CH:28]=[CH:29][CH:30]=4)[C@@H:25]([NH2:32])[CH2:24][CH2:23]3)[CH:19]=[CH:20][C:15]2=[N:14][N:13]=1)([CH3:3])[CH3:2].ClC(Cl)(Cl)C[O:42][C:43](=O)[NH:44][C:45]1[N:46]([C:54]2[CH:59]=[CH:58][C:57]([CH3:60])=[CH:56][CH:55]=2)[N:47]=[C:48]([C:50]([CH3:53])([CH3:52])[CH3:51])[CH:49]=1.CCN(C(C)C)C(C)C.N. Given the product [C:50]([C:48]1[CH:49]=[C:45]([NH:44][C:43]([NH:32][C@@H:25]2[C:26]3[C:31](=[CH:30][CH:29]=[CH:28][CH:27]=3)[C@H:22]([O:21][C:18]3[CH:19]=[CH:20][C:15]4[N:16]([C:12]([N:8]5[CH2:9][CH2:10][CH2:11][C@@H:7]5[CH2:6][O:5][Si:4]([CH:1]([CH3:2])[CH3:3])([CH:33]([CH3:35])[CH3:34])[CH:36]([CH3:38])[CH3:37])=[N:13][N:14]=4)[CH:17]=3)[CH2:23][CH2:24]2)=[O:42])[N:46]([C:54]2[CH:59]=[CH:58][C:57]([CH3:60])=[CH:56][CH:55]=2)[N:47]=1)([CH3:53])([CH3:51])[CH3:52], predict the reactants needed to synthesize it. (9) Given the product [OH:6][CH:5]([CH2:4][OH:3])[CH2:7][CH2:8][C:9]1[CH:10]=[C:11]2[C:23](=[CH:24][CH:25]=1)[C:22](=[O:26])[C:14]1[C:15]3[CH:21]=[CH:20][CH:19]=[CH:18][C:16]=3[O:17][C:13]=1[C:12]2([CH3:28])[CH3:27], predict the reactants needed to synthesize it. The reactants are: CC1(C)[O:6][CH:5](/[CH:7]=[CH:8]/[C:9]2[CH:10]=[C:11]3[C:23](=[CH:24][CH:25]=2)[C:22](=[O:26])[C:14]2[C:15]4[CH:21]=[CH:20][CH:19]=[CH:18][C:16]=4[O:17][C:13]=2[C:12]3([CH3:28])[CH3:27])[CH2:4][O:3]1. (10) Given the product [Cl:1][C:2]1[N:3]=[CH:4][C:5]([CH2:8][N:9]2[C:17]3[C:12](=[CH:13][C:14]([O:18][CH3:19])=[CH:15][CH:16]=3)[C:11]([C:20](=[O:25])[C:21]([OH:23])=[O:22])=[C:10]2[CH3:26])=[N:6][CH:7]=1, predict the reactants needed to synthesize it. The reactants are: [Cl:1][C:2]1[N:3]=[CH:4][C:5]([CH2:8][N:9]2[C:17]3[C:12](=[CH:13][C:14]([O:18][CH3:19])=[CH:15][CH:16]=3)[C:11]([C:20](=[O:25])[C:21]([O:23]C)=[O:22])=[C:10]2[CH3:26])=[N:6][CH:7]=1.O.O.[OH-].[Li+].